This data is from Forward reaction prediction with 1.9M reactions from USPTO patents (1976-2016). The task is: Predict the product of the given reaction. (1) Given the reactants [CH2:1]([C:3]1[CH:8]=[C:7]([C:9]2[N:13]=[C:12]([C:14]3[CH:19]=[C:18]([CH3:20])[C:17]([CH2:21][CH:22]([CH3:24])[CH3:23])=[CH:16][N:15]=3)[O:11][N:10]=2)[CH:6]=[C:5]([CH3:25])[C:4]=1[OH:26])[CH3:2].C([O-])([O-])=O.[K+].[K+].Cl[CH:34]([C:39]([O:41][CH3:42])=[O:40])[C:35]([O:37][CH3:38])=[O:36], predict the reaction product. The product is: [CH3:38][O:37][C:35](=[O:36])[CH:34]([O:26][C:4]1[C:5]([CH3:25])=[CH:6][C:7]([C:9]2[N:13]=[C:12]([C:14]3[CH:19]=[C:18]([CH3:20])[C:17]([CH2:21][CH:22]([CH3:23])[CH3:24])=[CH:16][N:15]=3)[O:11][N:10]=2)=[CH:8][C:3]=1[CH2:1][CH3:2])[C:39]([O:41][CH3:42])=[O:40]. (2) The product is: [I:22][C:7]1[CH:6]=[C:5]([S:12]([C:15]2[CH:16]=[CH:17][C:18]([CH3:21])=[CH:19][CH:20]=2)(=[O:13])=[O:14])[C:4]([CH:1]([CH3:3])[CH3:2])=[CH:9][C:8]=1[O:10][CH3:11]. Given the reactants [CH:1]([C:4]1[CH:9]=[C:8]([O:10][CH3:11])[CH:7]=[CH:6][C:5]=1[S:12]([C:15]1[CH:20]=[CH:19][C:18]([CH3:21])=[CH:17][CH:16]=1)(=[O:14])=[O:13])([CH3:3])[CH3:2].[I:22]Cl.C([O-])(O)=O.[Na+], predict the reaction product.